This data is from NCI-60 drug combinations with 297,098 pairs across 59 cell lines. The task is: Regression. Given two drug SMILES strings and cell line genomic features, predict the synergy score measuring deviation from expected non-interaction effect. (1) Drug 1: CC1C(C(CC(O1)OC2CC(CC3=C2C(=C4C(=C3O)C(=O)C5=C(C4=O)C(=CC=C5)OC)O)(C(=O)C)O)N)O.Cl. Drug 2: CC1CCC2CC(C(=CC=CC=CC(CC(C(=O)C(C(C(=CC(C(=O)CC(OC(=O)C3CCCCN3C(=O)C(=O)C1(O2)O)C(C)CC4CCC(C(C4)OC)O)C)C)O)OC)C)C)C)OC. Cell line: PC-3. Synergy scores: CSS=39.4, Synergy_ZIP=-4.33, Synergy_Bliss=-4.40, Synergy_Loewe=-5.19, Synergy_HSA=0.217. (2) Drug 1: CC1=C2C(C(=O)C3(C(CC4C(C3C(C(C2(C)C)(CC1OC(=O)C(C(C5=CC=CC=C5)NC(=O)OC(C)(C)C)O)O)OC(=O)C6=CC=CC=C6)(CO4)OC(=O)C)OC)C)OC. Drug 2: CC(C)CN1C=NC2=C1C3=CC=CC=C3N=C2N. Cell line: CCRF-CEM. Synergy scores: CSS=32.7, Synergy_ZIP=-1.91, Synergy_Bliss=-7.76, Synergy_Loewe=-56.5, Synergy_HSA=-7.70.